Dataset: Catalyst prediction with 721,799 reactions and 888 catalyst types from USPTO. Task: Predict which catalyst facilitates the given reaction. (1) Reactant: [Br:1][C:2]1[CH:10]=[CH:9][C:5]([C:6]([OH:8])=O)=[CH:4][C:3]=1[O:11][CH2:12][C:13]([F:16])([F:15])[F:14].[F:17][C:18]([F:22])([F:21])[CH2:19][NH2:20].CN(C(ON1N=NC2C=CC=NC1=2)=[N+](C)C)C.F[P-](F)(F)(F)(F)F.CCN(C(C)C)C(C)C.C(=O)(O)[O-].[Na+]. Product: [Br:1][C:2]1[CH:10]=[CH:9][C:5]([C:6]([NH:20][CH2:19][C:18]([F:22])([F:21])[F:17])=[O:8])=[CH:4][C:3]=1[O:11][CH2:12][C:13]([F:16])([F:15])[F:14]. The catalyst class is: 20. (2) Reactant: [CH3:1][O:2][C:3]([C:5]1[CH:13]=[C:12]2[C:8]([CH:9]=[CH:10][NH:11]2)=[CH:7][CH:6]=1)=[O:4].C([O-])([O-])=O.[Cs+].[Cs+].Cl.[N:21]1[CH:26]=[CH:25][CH:24]=[CH:23][C:22]=1[CH2:27]Cl.C(OCC)(=O)C. Product: [CH3:1][O:2][C:3]([C:5]1[CH:13]=[C:12]2[C:8]([CH:9]=[CH:10][N:11]2[CH2:27][C:22]2[CH:23]=[CH:24][CH:25]=[CH:26][N:21]=2)=[CH:7][CH:6]=1)=[O:4]. The catalyst class is: 37. (3) Reactant: [N+:1]1([O-:8])[C:2]([CH3:7])=[CH:3][CH:4]=[CH:5][CH:6]=1.C([O-])(C)(C)C.[K+].[C:15]1([CH3:23])[CH:20]=[CH:19][C:18]([CH:21]=O)=[CH:17][CH:16]=1. Product: [C:15]1([CH3:23])[CH:20]=[CH:19][C:18]([CH:21]=[CH:7][C:2]2[CH:3]=[CH:4][CH:5]=[CH:6][N+:1]=2[O-:8])=[CH:17][CH:16]=1. The catalyst class is: 729. (4) Reactant: [CH3:1][O:2][C:3]1[CH:4]=[C:5]([CH:7]=[CH:8][C:9]=1[O:10][CH3:11])N.Cl.N([O-])=O.[Na+].[CH3:17][N:18]1[C:22](=[O:23])[CH:21]=[CH:20][C:19]1=[O:24].CC([O-])=O.[Na+]. Product: [CH3:1][O:2][C:3]1[CH:4]=[C:5]([C:20]2[C:19](=[O:24])[N:18]([CH3:17])[C:22](=[O:23])[CH:21]=2)[CH:7]=[CH:8][C:9]=1[O:10][CH3:11]. The catalyst class is: 283. (5) Reactant: [NH2:1][C:2]1[C:3]2[S:10][CH:9]=[C:8]([C:11]([NH:13][C:14]3[CH:19]=[C:18]([NH2:20])[CH:17]=[CH:16][C:15]=3[CH3:21])=[O:12])[C:4]=2[N:5]=[CH:6][N:7]=1.Cl[C:23](Cl)([O:25]C(=O)OC(Cl)(Cl)Cl)Cl.[Cl:34][C:35]1[CH:40]=[CH:39][C:38]([NH2:41])=[CH:37][C:36]=1[C:42]([F:45])([F:44])[F:43]. Product: [NH2:1][C:2]1[C:3]2[S:10][CH:9]=[C:8]([C:11]([NH:13][C:14]3[CH:19]=[C:18]([NH:20][C:23]([NH:41][C:38]4[CH:39]=[CH:40][C:35]([Cl:34])=[C:36]([C:42]([F:43])([F:44])[F:45])[CH:37]=4)=[O:25])[CH:17]=[CH:16][C:15]=3[CH3:21])=[O:12])[C:4]=2[N:5]=[CH:6][N:7]=1. The catalyst class is: 56. (6) Reactant: Br[CH:2]([C:16]1[CH:21]=[CH:20][CH:19]=[CH:18][CH:17]=1)[C:3]([C:5]1[CH:6]=[CH:7][C:8]2[O:13][CH2:12][C:11](=[O:14])[NH:10][C:9]=2[CH:15]=1)=O.[NH2:22][N:23]1[C:27]([CH3:28])=[N:26][N:25]=[C:24]1[SH:29]. Product: [CH3:28][C:27]1[N:23]2[C:24]([S:29][CH:2]([C:16]3[CH:21]=[CH:20][CH:19]=[CH:18][CH:17]=3)[C:3]([C:5]3[CH:6]=[CH:7][C:8]4[O:13][CH2:12][C:11](=[O:14])[NH:10][C:9]=4[CH:15]=3)=[N:22]2)=[N:25][N:26]=1. The catalyst class is: 548. (7) Product: [CH2:1]([N:3]1[C:8]2[CH:9]=[C:10]([C:14]3[CH:15]=[C:16]([CH:19]=[CH:20][C:21]=3[OH:22])[CH:17]=[O:18])[C:11]([CH3:13])=[CH:12][C:7]=2[O:6][C:5]([CH3:25])([CH3:24])[C:4]1=[O:26])[CH3:2]. Reactant: [CH2:1]([N:3]1[C:8]2[CH:9]=[C:10]([C:14]3[CH:15]=[C:16]([CH:19]=[CH:20][C:21]=3[O:22]C)[CH:17]=[O:18])[C:11]([CH3:13])=[CH:12][C:7]=2[O:6][C:5]([CH3:25])([CH3:24])[C:4]1=[O:26])[CH3:2].[S-]CC.[Na+].O. The catalyst class is: 3. (8) Reactant: [CH:1]1[C:13]2[CH:12]([CH2:14][O:15][C:16]([NH:18][CH2:19][CH2:20][CH2:21][CH2:22][CH2:23][C:24]([OH:26])=[O:25])=[O:17])[C:11]3[C:6](=[CH:7][CH:8]=[CH:9][CH:10]=3)[C:5]=2[CH:4]=[CH:3][CH:2]=1.O[N:28]1[C:32](=[O:33])[CH2:31][CH2:30][C:29]1=[O:34].C1CCC(N=C=NC2CCCCC2)CC1. Product: [CH:10]1[C:11]2[CH:12]([CH2:14][O:15][C:16](=[O:17])[NH:18][CH2:19][CH2:20][CH2:21][CH2:22][CH2:23][C:24]([O:26][N:28]3[C:32](=[O:33])[CH2:31][CH2:30][C:29]3=[O:34])=[O:25])[C:13]3[C:5](=[CH:4][CH:3]=[CH:2][CH:1]=3)[C:6]=2[CH:7]=[CH:8][CH:9]=1. The catalyst class is: 7. (9) Reactant: CO.[Br:3][C:4]1[CH:9]=[CH:8][C:7]([O:10][CH:11]([F:13])[F:12])=[C:6]([O:14][CH:15]([CH:22]2[CH2:24][CH2:23]2)[C:16]#[C:17][Si](C)(C)C)[CH:5]=1.C(=O)([O-])[O-].[K+].[K+]. The catalyst class is: 6. Product: [Br:3][C:4]1[CH:9]=[CH:8][C:7]([O:10][CH:11]([F:13])[F:12])=[C:6]([O:14][CH:15]([CH:22]2[CH2:24][CH2:23]2)[C:16]#[CH:17])[CH:5]=1. (10) Reactant: [O:1]=[C:2]1[NH:6][C:5]2[CH:7]=[C:8]([C:11]3[CH:25]=[CH:24][C:14]([CH2:15][NH:16]C(=O)OC(C)(C)C)=[CH:13][CH:12]=3)[CH:9]=[CH:10][C:4]=2[O:3]1.[ClH:26].C(OCC)C. The catalyst class is: 1. Product: [ClH:26].[NH2:16][CH2:15][C:14]1[CH:13]=[CH:12][C:11]([C:8]2[CH:9]=[CH:10][C:4]3[O:3][C:2](=[O:1])[NH:6][C:5]=3[CH:7]=2)=[CH:25][CH:24]=1.